Dataset: NCI-60 drug combinations with 297,098 pairs across 59 cell lines. Task: Regression. Given two drug SMILES strings and cell line genomic features, predict the synergy score measuring deviation from expected non-interaction effect. (1) Drug 1: CC1C(C(CC(O1)OC2CC(CC3=C2C(=C4C(=C3O)C(=O)C5=C(C4=O)C(=CC=C5)OC)O)(C(=O)CO)O)N)O.Cl. Drug 2: COC1=CC(=CC(=C1O)OC)C2C3C(COC3=O)C(C4=CC5=C(C=C24)OCO5)OC6C(C(C7C(O6)COC(O7)C8=CC=CS8)O)O. Cell line: SK-OV-3. Synergy scores: CSS=20.5, Synergy_ZIP=-0.494, Synergy_Bliss=0.859, Synergy_Loewe=1.03, Synergy_HSA=1.57. (2) Drug 1: CC1C(C(=O)NC(C(=O)N2CCCC2C(=O)N(CC(=O)N(C(C(=O)O1)C(C)C)C)C)C(C)C)NC(=O)C3=C4C(=C(C=C3)C)OC5=C(C(=O)C(=C(C5=N4)C(=O)NC6C(OC(=O)C(N(C(=O)CN(C(=O)C7CCCN7C(=O)C(NC6=O)C(C)C)C)C)C(C)C)C)N)C. Drug 2: C1=CC=C(C=C1)NC(=O)CCCCCCC(=O)NO. Cell line: NCI-H322M. Synergy scores: CSS=-3.31, Synergy_ZIP=1.04, Synergy_Bliss=-2.20, Synergy_Loewe=-7.36, Synergy_HSA=-7.09. (3) Drug 1: CCN(CC)CCNC(=O)C1=C(NC(=C1C)C=C2C3=C(C=CC(=C3)F)NC2=O)C. Drug 2: CCC1=C2N=C(C=C(N2N=C1)NCC3=C[N+](=CC=C3)[O-])N4CCCCC4CCO. Cell line: UACC62. Synergy scores: CSS=75.6, Synergy_ZIP=10.1, Synergy_Bliss=10.4, Synergy_Loewe=5.20, Synergy_HSA=14.0. (4) Drug 1: CC1=CC=C(C=C1)C2=CC(=NN2C3=CC=C(C=C3)S(=O)(=O)N)C(F)(F)F. Drug 2: CC1CCC2CC(C(=CC=CC=CC(CC(C(=O)C(C(C(=CC(C(=O)CC(OC(=O)C3CCCCN3C(=O)C(=O)C1(O2)O)C(C)CC4CCC(C(C4)OC)O)C)C)O)OC)C)C)C)OC. Cell line: SNB-75. Synergy scores: CSS=7.05, Synergy_ZIP=0.593, Synergy_Bliss=3.07, Synergy_Loewe=2.20, Synergy_HSA=4.22. (5) Drug 1: CC(C)(C#N)C1=CC(=CC(=C1)CN2C=NC=N2)C(C)(C)C#N. Drug 2: CN(C(=O)NC(C=O)C(C(C(CO)O)O)O)N=O. Cell line: 786-0. Synergy scores: CSS=5.02, Synergy_ZIP=-1.08, Synergy_Bliss=1.62, Synergy_Loewe=2.17, Synergy_HSA=1.69. (6) Drug 1: CC1=C(C=C(C=C1)NC2=NC=CC(=N2)N(C)C3=CC4=NN(C(=C4C=C3)C)C)S(=O)(=O)N.Cl. Drug 2: C1CN(P(=O)(OC1)NCCCl)CCCl. Cell line: OVCAR3. Synergy scores: CSS=1.21, Synergy_ZIP=2.38, Synergy_Bliss=3.79, Synergy_Loewe=3.57, Synergy_HSA=1.61. (7) Synergy scores: CSS=-0.177, Synergy_ZIP=-1.67, Synergy_Bliss=-3.59, Synergy_Loewe=1.02, Synergy_HSA=-2.98. Drug 1: CC1C(C(=O)NC(C(=O)N2CCCC2C(=O)N(CC(=O)N(C(C(=O)O1)C(C)C)C)C)C(C)C)NC(=O)C3=C4C(=C(C=C3)C)OC5=C(C(=O)C(=C(C5=N4)C(=O)NC6C(OC(=O)C(N(C(=O)CN(C(=O)C7CCCN7C(=O)C(NC6=O)C(C)C)C)C)C(C)C)C)N)C. Drug 2: C(=O)(N)NO. Cell line: HCT-15. (8) Drug 1: CCCS(=O)(=O)NC1=C(C(=C(C=C1)F)C(=O)C2=CNC3=C2C=C(C=N3)C4=CC=C(C=C4)Cl)F. Drug 2: CCC(=C(C1=CC=CC=C1)C2=CC=C(C=C2)OCCN(C)C)C3=CC=CC=C3.C(C(=O)O)C(CC(=O)O)(C(=O)O)O. Cell line: MALME-3M. Synergy scores: CSS=54.0, Synergy_ZIP=8.16, Synergy_Bliss=5.84, Synergy_Loewe=-14.8, Synergy_HSA=4.98. (9) Drug 1: CN(C)N=NC1=C(NC=N1)C(=O)N. Drug 2: C1=NC2=C(N=C(N=C2N1C3C(C(C(O3)CO)O)O)F)N. Synergy scores: CSS=8.08, Synergy_ZIP=-3.86, Synergy_Bliss=-9.87, Synergy_Loewe=-9.71, Synergy_HSA=-8.00. Cell line: MOLT-4.